This data is from Catalyst prediction with 721,799 reactions and 888 catalyst types from USPTO. The task is: Predict which catalyst facilitates the given reaction. (1) Reactant: [N:1]1[CH:6]=[CH:5][CH:4]=[N:3][C:2]=1[C:7](O)=O.C(Cl)CCl.C1C=CC2N(O)N=NC=2C=1.[NH:24]([C:26]1[N:35]=[CH:34][CH:33]=[C:32]2[C:27]=1[CH:28]=[C:29]([C:58]1[CH:63]=[CH:62][CH:61]=[CH:60][CH:59]=1)[C:30]([C:36]1[CH:41]=[CH:40][C:39]([C:42]3([NH:50][C:51](=[O:57])[O:52][C:53]([CH3:56])([CH3:55])[CH3:54])[CH2:45][C:44]4([O:49][CH2:48][CH2:47][O:46]4)[CH2:43]3)=[CH:38][CH:37]=1)=[N:31]2)[NH2:25].C(O)(=O)C. Product: [C:58]1([C:29]2[C:30]([C:36]3[CH:37]=[CH:38][C:39]([C:42]4([NH:50][C:51](=[O:57])[O:52][C:53]([CH3:55])([CH3:54])[CH3:56])[CH2:45][C:44]5([O:49][CH2:48][CH2:47][O:46]5)[CH2:43]4)=[CH:40][CH:41]=3)=[N:31][C:32]3[CH:33]=[CH:34][N:35]4[C:7]([C:2]5[N:1]=[CH:6][CH:5]=[CH:4][N:3]=5)=[N:25][N:24]=[C:26]4[C:27]=3[CH:28]=2)[CH:63]=[CH:62][CH:61]=[CH:60][CH:59]=1. The catalyst class is: 44. (2) Reactant: [Br:1][C:2]1[CH:3]=[CH:4][C:5](C2CCOCC2)=[C:6]([N+:8]([O-])=O)[CH:7]=1.[C:17]([OH:20])(=O)[CH3:18]. Product: [Br:1][C:2]1[CH:3]=[CH:4][C:5]([NH:8][CH:6]2[CH2:18][CH2:17][O:20][CH2:4][CH2:5]2)=[C:6]([CH:7]=1)[NH2:8]. The catalyst class is: 292. (3) Reactant: C(OC(=O)[N:7]([CH2:33][C:34]1[CH:43]=[CH:42][C:37]2[O:38][CH2:39][CH2:40][O:41][C:36]=2[CH:35]=1)[CH:8]1[CH2:13][CH2:12][N:11]([CH2:14][CH2:15][N:16]2[C:25]3[C:20](=[CH:21][CH:22]=[CH:23][CH:24]=3)[C:19]([C:26]3[CH:31]=[CH:30][N:29]=[CH:28][CH:27]=3)=[CH:18][C:17]2=[O:32])[CH2:10][CH2:9]1)(C)(C)C.FC(F)(F)C(O)=O.C(=O)([O-])O.[Na+].[ClH:57].C(OCC)(=O)C. Product: [ClH:57].[O:38]1[C:37]2[CH:42]=[CH:43][C:34]([CH2:33][NH:7][CH:8]3[CH2:13][CH2:12][N:11]([CH2:14][CH2:15][N:16]4[C:25]5[C:20](=[CH:21][CH:22]=[CH:23][CH:24]=5)[C:19]([C:26]5[CH:27]=[CH:28][N:29]=[CH:30][CH:31]=5)=[CH:18][C:17]4=[O:32])[CH2:10][CH2:9]3)=[CH:35][C:36]=2[O:41][CH2:40][CH2:39]1. The catalyst class is: 22. (4) Reactant: C([O:8][C:9]1[CH:14]=[CH:13][N:12]([CH2:15][CH2:16][O:17][CH3:18])[C:11](=[O:19])[CH:10]=1)C1C=CC=CC=1. Product: [OH:8][C:9]1[CH:14]=[CH:13][N:12]([CH2:15][CH2:16][O:17][CH3:18])[C:11](=[O:19])[CH:10]=1. The catalyst class is: 153.